Task: Predict the reaction yield, written as a fraction of the theoretical maximum amount of product (1.0 means a 100% yield; for example, 0.34 means a 34% yield).. Dataset: Reaction yield outcomes from USPTO patents with 853,638 reactions (1) The catalyst is [Cl-].[Na+].O. The reactants are CCOCC.Br[C:7]1[S:8][CH:9]=[CH:10][CH:11]=1.[Li]CCCC.[CH3:17][C:18]1[C:27]2[C:22](=[CH:23][CH:24]=[CH:25][CH:26]=2)[N:21]=[CH:20][CH:19]=1. The yield is 0.650. The product is [CH3:17][C:18]1[C:27]2[C:22](=[CH:23][CH:24]=[CH:25][CH:26]=2)[N:21]=[C:20]([C:7]2[S:8][CH:9]=[CH:10][CH:11]=2)[CH:19]=1. (2) The reactants are [Br:1][C:2]1[CH:3]=[C:4]2[C:9](=[CH:10][CH:11]=1)[N:8]=[CH:7][C:6]([C:12](=[O:14])[CH3:13])=[C:5]2O.C(=O)(O)[O-].[Na+].C(OCC)(=O)C.P(Cl)(Cl)([Cl:29])=O. No catalyst specified. The product is [Br:1][C:2]1[CH:3]=[C:4]2[C:9](=[CH:10][CH:11]=1)[N:8]=[CH:7][C:6]([C:12](=[O:14])[CH3:13])=[C:5]2[Cl:29]. The yield is 0.720. (3) The reactants are [CH3:1][N:2]([CH3:16])[S:3]([C:6]1[CH:13]=[CH:12][C:9]([CH:10]=[O:11])=[CH:8][C:7]=1[O:14][CH3:15])(=[O:5])=[O:4].[BH4-].[Na+]. The catalyst is C1COCC1. The product is [CH3:1][N:2]([CH3:16])[S:3]([C:6]1[CH:13]=[CH:12][C:9]([CH2:10][OH:11])=[CH:8][C:7]=1[O:14][CH3:15])(=[O:4])=[O:5]. The yield is 0.920.